Dataset: Catalyst prediction with 721,799 reactions and 888 catalyst types from USPTO. Task: Predict which catalyst facilitates the given reaction. Reactant: [CH3:1][N:2]1[CH:6]=[CH:5][C:4]([NH:7][C:8](=[O:31])[CH:9]([N:14]2[C:19](=[O:20])[CH:18]=[C:17]([O:21][C:22]3[CH:30]=[CH:29][CH:28]=[C:27]4[C:23]=3[CH:24]=[CH:25][NH:26]4)[CH:16]=[N:15]2)[CH2:10][CH:11]([CH3:13])[CH3:12])=[N:3]1.[C:32](=O)([O-])[O-].[K+].[K+].[CH3:38][C:39]1([CH3:55])[O:43][C@@H:42](OS(C2C=CC(C)=CC=2)(=O)=O)[CH2:41][O:40]1. Product: [CH3:1][N:2]1[CH:6]=[CH:5][C:4]([NH:7][C:8](=[O:31])[CH:9]([N:14]2[C:19](=[O:20])[CH:18]=[C:17]([O:21][C:22]3[CH:30]=[CH:29][CH:28]=[C:27]4[C:23]=3[CH:24]=[CH:25][N:26]4[CH2:32][C@@H:42]3[CH2:41][O:40][C:39]([CH3:55])([CH3:38])[O:43]3)[CH:16]=[N:15]2)[CH2:10][CH:11]([CH3:13])[CH3:12])=[N:3]1. The catalyst class is: 9.